From a dataset of Forward reaction prediction with 1.9M reactions from USPTO patents (1976-2016). Predict the product of the given reaction. (1) Given the reactants ClC(Cl)(Cl)C(Cl)=O.ClCCl.[NH2:11][C:12]([C:14]1[CH:15]=[C:16]([F:36])[C:17]([NH:21][C@H:22]2[CH2:27][CH2:26][CH2:25][CH2:24][C@H:23]2[NH:28][C:29](=[O:35])[O:30][C:31]([CH3:34])([CH3:33])[CH3:32])=[N:18][C:19]=1[Cl:20])=O, predict the reaction product. The product is: [Cl:20][C:19]1[N:18]=[C:17]([NH:21][C@H:22]2[CH2:27][CH2:26][CH2:25][CH2:24][C@H:23]2[NH:28][C:29](=[O:35])[O:30][C:31]([CH3:34])([CH3:32])[CH3:33])[C:16]([F:36])=[CH:15][C:14]=1[C:12]#[N:11]. (2) Given the reactants Cl.[F:2][C:3]([F:29])([F:28])[C:4]1[CH:5]=[C:6]([CH:21]=[C:22]([C:24]([F:27])([F:26])[F:25])[CH:23]=1)[CH2:7][O:8][C@H:9]1[CH2:14][CH2:13][NH:12][CH2:11][C@H:10]1[C:15]1[CH:20]=[CH:19][CH:18]=[CH:17][CH:16]=1.[CH3:30][N:31]([CH3:35])[C:32](Cl)=[O:33], predict the reaction product. The product is: [F:29][C:3]([F:2])([F:28])[C:4]1[CH:5]=[C:6]([CH:21]=[C:22]([C:24]([F:27])([F:25])[F:26])[CH:23]=1)[CH2:7][O:8][C@H:9]1[CH2:14][CH2:13][N:12]([C:32]([N:31]([CH3:35])[CH3:30])=[O:33])[CH2:11][C@H:10]1[C:15]1[CH:16]=[CH:17][CH:18]=[CH:19][CH:20]=1.